This data is from Forward reaction prediction with 1.9M reactions from USPTO patents (1976-2016). The task is: Predict the product of the given reaction. (1) Given the reactants [F:1][C:2]1[CH:23]=[CH:22][CH:21]=[C:20]([F:24])[C:3]=1[CH2:4][O:5][C:6]1[C:7]2[N:8]([C:13]([C:17]([OH:19])=O)=[C:14]([CH3:16])[N:15]=2)[CH:9]=[C:10]([CH3:12])[CH:11]=1.CN(C(ON1N=[N:40][C:35]2[CH:36]=CC=[N:39][C:34]1=2)=[N+](C)C)C.F[P-](F)(F)(F)(F)F.C(N(CC)C(C)C)(C)C.Cl.C1(N)CC1N.C(O)(C(F)(F)F)=O, predict the reaction product. The product is: [NH2:39][CH:34]1[CH2:36][CH:35]1[NH:40][C:17]([C:13]1[N:8]2[CH:9]=[C:10]([CH3:12])[CH:11]=[C:6]([O:5][CH2:4][C:3]3[C:20]([F:24])=[CH:21][CH:22]=[CH:23][C:2]=3[F:1])[C:7]2=[N:15][C:14]=1[CH3:16])=[O:19]. (2) Given the reactants C1(P(C2C=CC=CC=2)C2C=CC=CC=2)C=CC=CC=1.[F:20][C:21]1[CH:26]=[C:25]([OH:27])[CH:24]=[C:23]([F:28])[C:22]=1[C:29]1[N:34]=[C:33]([C:35]([O:37][CH3:38])=[O:36])[CH:32]=[CH:31][C:30]=1[F:39].O[CH2:41][CH2:42][N:43]1[CH2:47][CH2:46][CH2:45][C:44]1=[O:48].CC(OC(/N=N/C(OC(C)C)=O)=O)C, predict the reaction product. The product is: [F:20][C:21]1[CH:26]=[C:25]([O:27][CH2:41][CH2:42][N:43]2[CH2:47][CH2:46][CH2:45][C:44]2=[O:48])[CH:24]=[C:23]([F:28])[C:22]=1[C:29]1[N:34]=[C:33]([C:35]([O:37][CH3:38])=[O:36])[CH:32]=[CH:31][C:30]=1[F:39]. (3) Given the reactants [CH3:1][Si:2]([C:5]#[CH:6])([CH3:4])[CH3:3].C1(P(C2C=CC=CC=2)C2C=CC=CC=2)C=CC=CC=1.C(N(CC)CC)C.Br[C:34]1[CH:35]=[C:36]([C:40]2[C:48]3[C:43](=[CH:44][CH:45]=[C:46]([NH:49][S:50]([C:53]4[CH:58]=[CH:57][CH:56]=[CH:55][C:54]=4[S:59]([CH3:62])(=[O:61])=[O:60])(=[O:52])=[O:51])[CH:47]=3)[NH:42][N:41]=2)[CH:37]=[CH:38][CH:39]=1, predict the reaction product. The product is: [CH3:62][S:59]([C:54]1[CH:55]=[CH:56][CH:57]=[CH:58][C:53]=1[S:50]([NH:49][C:46]1[CH:47]=[C:48]2[C:43](=[CH:44][CH:45]=1)[NH:42][N:41]=[C:40]2[C:36]1[CH:37]=[CH:38][CH:39]=[C:34]([C:6]#[C:5][Si:2]([CH3:4])([CH3:3])[CH3:1])[CH:35]=1)(=[O:52])=[O:51])(=[O:61])=[O:60]. (4) Given the reactants [CH2:1]([O:8][C:9](=[O:24])[CH2:10][CH2:11][C@@H:12]([C:21]([OH:23])=O)[NH:13][C:14]([O:16][C:17]([CH3:20])([CH3:19])[CH3:18])=[O:15])[C:2]1[CH:7]=[CH:6][CH:5]=[CH:4][CH:3]=1.CCOC(C(C#N)=NOC(N1CCOCC1)=[N+](C)C)=O.F[P-](F)(F)(F)(F)F.Cl.[CH3:53][O:54][C:55]1[CH:56]=[C:57]([C:63]2[C@@H:72]3[C@@H:67]([CH2:68][CH2:69][CH2:70][CH2:71]3)[C:66](=[O:73])[N:65]([CH:74]3[CH2:79][CH2:78][NH:77][CH2:76][CH2:75]3)[N:64]=2)[CH:58]=[CH:59][C:60]=1[O:61][CH3:62].CCN(C(C)C)C(C)C.C(=O)(O)[O-].[Na+], predict the reaction product. The product is: [C:17]([O:16][C:14]([NH:13][C@H:12]([C:21]([N:77]1[CH2:78][CH2:79][CH:74]([N:65]2[N:64]=[C:63]([C:57]3[CH:58]=[CH:59][C:60]([O:61][CH3:62])=[C:55]([O:54][CH3:53])[CH:56]=3)[C@@H:72]3[C@@H:67]([CH2:68][CH2:69][CH2:70][CH2:71]3)[C:66]2=[O:73])[CH2:75][CH2:76]1)=[O:23])[CH2:11][CH2:10][C:9]([O:8][CH2:1][C:2]1[CH:3]=[CH:4][CH:5]=[CH:6][CH:7]=1)=[O:24])=[O:15])([CH3:18])([CH3:19])[CH3:20]. (5) Given the reactants [F:1][C:2]1[CH:10]=[C:9]([N+:11]([O-:13])=[O:12])[C:8](F)=[CH:7][C:3]=1[C:4]([OH:6])=[O:5].[C:15](=O)([O-])[O-:16].[Cs+].[Cs+].CO.Cl, predict the reaction product. The product is: [F:1][C:2]1[CH:10]=[C:9]([N+:11]([O-:13])=[O:12])[C:8]([O:16][CH3:15])=[CH:7][C:3]=1[C:4]([OH:6])=[O:5]. (6) Given the reactants [CH3:1][O:2][C:3](=[O:26])[C:4]1[CH:18]=[C:17]([NH:19][C:20](=[O:25])[CH2:21][CH2:22][CH2:23]Cl)[CH:16]=[C:6]([C:7]([N:9]([CH2:13][CH2:14][CH3:15])[CH2:10][CH2:11][CH3:12])=[O:8])[CH:5]=1.[H-].[Na+], predict the reaction product. The product is: [CH3:1][O:2][C:3](=[O:26])[C:4]1[CH:18]=[C:17]([N:19]2[CH2:23][CH2:22][CH2:21][C:20]2=[O:25])[CH:16]=[C:6]([C:7]([N:9]([CH2:13][CH2:14][CH3:15])[CH2:10][CH2:11][CH3:12])=[O:8])[CH:5]=1.